Dataset: Forward reaction prediction with 1.9M reactions from USPTO patents (1976-2016). Task: Predict the product of the given reaction. (1) Given the reactants [CH3:1][C:2]1[N:3]([C:8]2[CH:13]=[CH:12][C:11]([CH:14]3[CH2:16][O:15]3)=[CH:10][N:9]=2)[C:4]([CH3:7])=[CH:5][CH:6]=1.[CH2:17]([NH2:20])[CH2:18][CH3:19].Cl.O, predict the reaction product. The product is: [CH3:1][C:2]1[N:3]([C:8]2[N:9]=[CH:10][C:11]([CH:14]([OH:15])[CH2:16][NH:20][CH2:17][CH2:18][CH3:19])=[CH:12][CH:13]=2)[C:4]([CH3:7])=[CH:5][CH:6]=1. (2) Given the reactants [C:1]([OH:7])([C:3]([F:6])([F:5])[F:4])=[O:2].C(OC([N:15]1[CH2:18][CH:17]([NH:19][C:20](=[O:39])[CH2:21][NH:22][C:23](=[O:38])[C:24]2[CH:29]=[C:28]([C:30]([F:33])([F:32])[F:31])[CH:27]=[C:26]([C:34]([F:37])([F:36])[F:35])[CH:25]=2)[CH2:16]1)=O)(C)(C)C, predict the reaction product. The product is: [OH:7][C:1]([C:3]([F:6])([F:5])[F:4])=[O:2].[NH:15]1[CH2:18][CH:17]([NH:19][C:20]([CH2:21][NH:22][C:23](=[O:38])[C:24]2[CH:29]=[C:28]([C:30]([F:33])([F:32])[F:31])[CH:27]=[C:26]([C:34]([F:35])([F:37])[F:36])[CH:25]=2)=[O:39])[CH2:16]1. (3) Given the reactants CS(O[CH2:6][CH2:7][CH:8]1[CH2:13][CH2:12][N:11]([C:14]([O:16][C:17]([CH3:20])([CH3:19])[CH3:18])=[O:15])[CH2:10][CH2:9]1)(=O)=O.[CH3:21][C:22]1[CH:23]=[N:24][NH:25][CH:26]=1.C(=O)([O-])[O-].[K+].[K+], predict the reaction product. The product is: [CH3:21][C:22]1[CH:23]=[N:24][N:25]([CH2:6][CH2:7][CH:8]2[CH2:13][CH2:12][N:11]([C:14]([O:16][C:17]([CH3:20])([CH3:19])[CH3:18])=[O:15])[CH2:10][CH2:9]2)[CH:26]=1.